This data is from Full USPTO retrosynthesis dataset with 1.9M reactions from patents (1976-2016). The task is: Predict the reactants needed to synthesize the given product. (1) Given the product [NH2:30][C:26]1[N:27]=[C:28]([CH3:29])[C:23]([CH2:22][CH2:21][CH2:20][NH:19][C:48](=[O:49])[CH2:47][C:37]2[CH:42]=[CH:41][C:40]([CH2:43][C:44]([OH:46])=[O:45])=[CH:39][CH:38]=2)=[C:24]([NH:31][CH2:32][CH2:33][CH2:34][CH2:35][CH3:36])[N:25]=1, predict the reactants needed to synthesize it. The reactants are: C(P1(=O)OP(CCC)(=O)OP(CCC)(=O)O1)CC.[NH2:19][CH2:20][CH2:21][CH2:22][C:23]1[C:24]([NH:31][CH2:32][CH2:33][CH2:34][CH2:35][CH3:36])=[N:25][C:26]([NH2:30])=[N:27][C:28]=1[CH3:29].[C:37]1([CH2:47][C:48](O)=[O:49])[CH:42]=[CH:41][C:40]([CH2:43][C:44]([OH:46])=[O:45])=[CH:39][CH:38]=1. (2) Given the product [CH:1]1([S:4]([C:7]2[CH:8]=[CH:9][C:10]([CH2:11][NH:12][C:13]([C:15]3[C:20](=[O:21])[N:19]([C:22]4[CH:27]=[CH:26][CH:25]=[C:24]([C:28]([F:29])([F:30])[F:31])[CH:23]=4)[C:18]([CH3:32])=[C:17]([CH2:33][CH2:34][C:35]([OH:37])=[O:36])[CH:16]=3)=[O:14])=[CH:40][CH:41]=2)(=[O:5])=[O:6])[CH2:2][CH2:3]1, predict the reactants needed to synthesize it. The reactants are: [CH:1]1([S:4]([C:7]2[CH:41]=[CH:40][C:10]([CH2:11][NH:12][C:13]([C:15]3[C:20](=[O:21])[N:19]([C:22]4[CH:27]=[CH:26][CH:25]=[C:24]([C:28]([F:31])([F:30])[F:29])[CH:23]=4)[C:18]([CH3:32])=[C:17]([CH2:33][CH2:34][C:35]([O:37]CC)=[O:36])[CH:16]=3)=[O:14])=[CH:9][CH:8]=2)(=[O:6])=[O:5])[CH2:3][CH2:2]1.CO.C1COCC1.[OH-].[Na+].